This data is from Full USPTO retrosynthesis dataset with 1.9M reactions from patents (1976-2016). The task is: Predict the reactants needed to synthesize the given product. (1) Given the product [C:19]([C:2]1[C:10]2[C:5](=[N:6][N:7]=[CH:8][CH:9]=2)[N:4]([CH2:11][C:12]([OH:14])=[O:13])[N:3]=1)(=[O:20])[NH2:17], predict the reactants needed to synthesize it. The reactants are: I[C:2]1[C:10]2[C:5](=[N:6][N:7]=[CH:8][CH:9]=2)[N:4]([CH2:11][C:12]([O:14]C)=[O:13])[N:3]=1.C[N:17]([CH:19]=[O:20])C. (2) Given the product [C:39]([C:16]1[CH:15]=[C:14]([C:11]2[CH2:10][C:9]([C:4]3[CH:3]=[C:2]([Cl:1])[CH:7]=[C:6]([Cl:8])[CH:5]=3)([C:31]([F:34])([F:33])[F:32])[O:13][N:12]=2)[CH:29]=[CH:28][C:17]=1[C:18]([NH:20][CH2:21][C:22]1[CH:27]=[CH:26][CH:25]=[CH:24][N:23]=1)=[O:19])#[N:41], predict the reactants needed to synthesize it. The reactants are: [Cl:1][C:2]1[CH:3]=[C:4]([C:9]2([C:31]([F:34])([F:33])[F:32])[O:13][N:12]=[C:11]([C:14]3[CH:29]=[CH:28][C:17]([C:18]([NH:20][CH2:21][C:22]4[CH:27]=[CH:26][CH:25]=[CH:24][N:23]=4)=[O:19])=[C:16](I)[CH:15]=3)[CH2:10]2)[CH:5]=[C:6]([Cl:8])[CH:7]=1.O.N.O.C[C:39]([N:41](C)C)=O.